This data is from Full USPTO retrosynthesis dataset with 1.9M reactions from patents (1976-2016). The task is: Predict the reactants needed to synthesize the given product. (1) Given the product [NH2:10][C:7]1[CH:8]=[CH:9][C:2]([F:1])=[C:3]([CH2:4][OH:5])[CH:6]=1, predict the reactants needed to synthesize it. The reactants are: [F:1][C:2]1[CH:9]=[CH:8][C:7]([N+:10]([O-])=O)=[CH:6][C:3]=1[CH:4]=[O:5].[BH4-].[Na+]. (2) Given the product [F:1][C:2]1[C:3]([NH2:17])=[N:4][C:5](=[O:14])[N:6]([C@H:8]2[CH2:11][C@@H:10]([CH2:12][OH:13])[CH2:9]2)[CH:7]=1, predict the reactants needed to synthesize it. The reactants are: [F:1][C:2]1[C:3](=O)[NH:4][C:5](=[O:14])[N:6]([C@H:8]2[CH2:11][C@@H:10]([CH2:12][OH:13])[CH2:9]2)[CH:7]=1.C[N:17]1CCCC1.Cl[Si](C)(C)C.FC(F)(F)C(OC(=O)C(F)(F)F)=O.[N+](C1C=CC(O)=CC=1)([O-])=O.C(=O)(O)[O-].[Na+]. (3) Given the product [CH2:1]([C:5]1[CH:6]=[C:7]([CH:11]=[CH:12][CH:13]=1)[C:8]([NH:22][CH2:14][CH2:15][C:16]1[CH:21]=[CH:20][CH:19]=[CH:18][CH:17]=1)=[O:10])[CH:2]([CH3:3])[CH3:4], predict the reactants needed to synthesize it. The reactants are: [CH2:1]([C:5]1[CH:6]=[C:7]([CH:11]=[CH:12][CH:13]=1)[C:8]([OH:10])=O)[CH:2]([CH3:4])[CH3:3].[CH2:14]([NH2:22])[CH2:15][C:16]1[CH:21]=[CH:20][CH:19]=[CH:18][CH:17]=1.